From a dataset of Forward reaction prediction with 1.9M reactions from USPTO patents (1976-2016). Predict the product of the given reaction. Given the reactants C([N-]C(C)C)(C)C.[Li+].[C:9]([O:13][C:14]([N:16]1[CH2:21][CH2:20][CH2:19][C:18](=[O:22])[CH2:17]1)=[O:15])([CH3:12])([CH3:11])[CH3:10].[F:23][C:24]([F:31])([F:30])[C:25](OCC)=[O:26], predict the reaction product. The product is: [C:9]([O:13][C:14]([N:16]1[CH2:21][CH2:20][CH:19]([C:25](=[O:26])[C:24]([F:31])([F:30])[F:23])[C:18](=[O:22])[CH2:17]1)=[O:15])([CH3:12])([CH3:10])[CH3:11].